Dataset: Peptide-MHC class I binding affinity with 185,985 pairs from IEDB/IMGT. Task: Regression. Given a peptide amino acid sequence and an MHC pseudo amino acid sequence, predict their binding affinity value. This is MHC class I binding data. (1) The MHC is HLA-A02:01 with pseudo-sequence HLA-A02:01. The binding affinity (normalized) is 0.857. The peptide sequence is ILGFVFTLTV. (2) The peptide sequence is GINNVQSLI. The MHC is HLA-A02:03 with pseudo-sequence HLA-A02:03. The binding affinity (normalized) is 0.451. (3) The peptide sequence is LAYLAGWII. The MHC is HLA-B15:01 with pseudo-sequence HLA-B15:01. The binding affinity (normalized) is 0.0847. (4) The binding affinity (normalized) is 0.421. The peptide sequence is NFITKEIKNR. The MHC is HLA-A68:01 with pseudo-sequence HLA-A68:01. (5) The peptide sequence is FPYAIRLVA. The MHC is HLA-B83:01 with pseudo-sequence HLA-B83:01. The binding affinity (normalized) is 0.213. (6) The peptide sequence is FPFLYKFLL. The MHC is HLA-B15:01 with pseudo-sequence HLA-B15:01. The binding affinity (normalized) is 0. (7) The peptide sequence is LENFRAYVDG. The MHC is HLA-B40:01 with pseudo-sequence HLA-B40:01. The binding affinity (normalized) is 0.0886. (8) The peptide sequence is EKEGKISKI. The MHC is HLA-A30:01 with pseudo-sequence HLA-A30:01. The binding affinity (normalized) is 0. (9) The peptide sequence is NIDPEHLDY. The MHC is HLA-B15:01 with pseudo-sequence HLA-B15:01. The binding affinity (normalized) is 0.0847. (10) The peptide sequence is QIEYIHFLI. The MHC is Mamu-B3901 with pseudo-sequence Mamu-B3901. The binding affinity (normalized) is 0.175.